This data is from Drug-target binding data from BindingDB using IC50 measurements. The task is: Regression. Given a target protein amino acid sequence and a drug SMILES string, predict the binding affinity score between them. We predict pIC50 (pIC50 = -log10(IC50 in M); higher means more potent). Dataset: bindingdb_ic50. (1) The compound is CCN(c1cc(-c2ccc(OCCOC)cc2)cc(C(=O)NCc2c(C)cc(C)[nH]c2=O)c1C)[C@H]1CC[C@H](N(C)C)CC1. The target protein sequence is ATKAARKSAPATGGVKKPHRYRPGGK. The pIC50 is 8.3. (2) The compound is COC(=O)N1CCN(C(=O)c2ccc(Nc3nc(-c4sc(C)nc4C)cs3)nc2)CC1. The pIC50 is 6.0. The target protein (Q9ERZ8) has sequence MADPGDGPRAAPGDVAEPPGDESGTSGGEAFPLSSLANLFEGEEGSSSLSPVDASRPAGPGDGRPNLRMKFQGAFRKGVPNPIDLLESTLYESSVVPGPKKAPMDSLFDYGTYRHHPSDNKRWRRKVVEKQPQSPKAPAPQPPPILKVFNRPILFDIVSRGSTADLDGLLSYLLTHKKRLTDEEFREPSTGKTCLPKALLNLSNGRNDTIPVLLDIAERTGNMREFINSPFRDIYYRGQTALHIAIERRCKHYVELLVAQGADVHAQARGRFFQPKDEGGYFYFGELPLSLAACTNQPHIVNYLTENPHKKADMRRQDSRGNTVLHALVAIADNTRENTKFVTKMYDLLLLKCSRLFPDSNLETVLNNDGLSPLMMAAKTGKIGVFQHIIRREVTDEDTRHLSRKFKDWAYGPVYSSLYDLSSLDTCGEEVSVLEILVYNSKIENRHEMLAVEPINELLRDKWRKFGAVSFYINVVSYLCAMVIFTLTAYYQPLEGTPPY....